Task: Predict the product of the given reaction.. Dataset: Forward reaction prediction with 1.9M reactions from USPTO patents (1976-2016) (1) Given the reactants C(Cl)Cl.[OH2:4].[O-]Cl=O.[Na+].[CH3:9][C:10]([C@H:12]1[C@@H:16]2[C@@H:17]3[C@@:30]([CH3:33])([CH2:31][CH2:32][C@@:15]2([CH:39]=[O:40])[CH2:14][CH2:13]1)[C@@:29]1([CH3:34])[C@@H:20]([C@:21]2([CH3:38])[C@@H:26]([CH2:27][CH2:28]1)[C:25]([CH3:36])([CH3:35])[C@@H:24]([OH:37])[CH2:23][CH2:22]2)[CH2:19][CH2:18]3)=[CH2:11], predict the reaction product. The product is: [CH3:11][C:10]([C@H:12]1[C@@H:16]2[C@@H:17]3[C@@:30]([CH3:33])([CH2:31][CH2:32][C@@:15]2([C:39]([OH:4])=[O:40])[CH2:14][CH2:13]1)[C@@:29]1([CH3:34])[C@@H:20]([C@:21]2([CH3:38])[C@@H:26]([CH2:27][CH2:28]1)[C:25]([CH3:36])([CH3:35])[C@@H:24]([OH:37])[CH2:23][CH2:22]2)[CH2:19][CH2:18]3)=[CH2:9]. (2) Given the reactants [CH2:1]([C:5]([CH3:12])([CH:9]([OH:11])[CH3:10])[CH:6]([OH:8])[CH3:7])[CH2:2][CH2:3][CH3:4].N1C=C[CH:16]=[CH:15][CH:14]=1.[C:19](Cl)(=[O:26])[C:20]1[CH:25]=[CH:24][CH:23]=[CH:22][CH:21]=1.[O:28]1[CH2:32][CH2:31][CH2:30][CH2:29]1, predict the reaction product. The product is: [C:19]([O:11][CH:9]([C:5]([CH2:1][CH2:2][CH2:3][CH3:4])([CH3:12])[CH:6]([O:8][C:32](=[O:28])[C:31]1[CH:16]=[CH:15][CH:14]=[CH:29][CH:30]=1)[CH3:7])[CH3:10])(=[O:26])[C:20]1[CH:25]=[CH:24][CH:23]=[CH:22][CH:21]=1. (3) Given the reactants [Cl:1][C:2]1[C:7]([N:8]2[CH2:13][CH2:12][N:11]([CH:14]3[CH2:17][O:16][CH2:15]3)[CH2:10][CH2:9]2)=[CH:6][C:5]([CH:18]([F:20])[F:19])=[CH:4][C:3]=1[NH:21][C:22]1[N:27]=[C:26]([N:28]([CH:38]2[CH2:40][CH2:39]2)CC2C=CC(OC)=CC=2)[C:25]2=[N:41][CH:42]=[C:43]([C:44]#[N:45])[N:24]2[N:23]=1.C1(OC)C=CC=CC=1.C(O)(C(F)(F)F)=O, predict the reaction product. The product is: [Cl:1][C:2]1[C:7]([N:8]2[CH2:13][CH2:12][N:11]([CH:14]3[CH2:17][O:16][CH2:15]3)[CH2:10][CH2:9]2)=[CH:6][C:5]([CH:18]([F:19])[F:20])=[CH:4][C:3]=1[NH:21][C:22]1[N:27]=[C:26]([NH:28][CH:38]2[CH2:40][CH2:39]2)[C:25]2=[N:41][CH:42]=[C:43]([C:44]#[N:45])[N:24]2[N:23]=1.